From a dataset of Forward reaction prediction with 1.9M reactions from USPTO patents (1976-2016). Predict the product of the given reaction. (1) Given the reactants [N+]([O-])([O-])=O.[Ce+4].[NH4+].[N+]([O-])([O-])=O.[N+]([O-])([O-])=O.[N+]([O-])([O-])=O.[N+]([O-])([O-])=O.[I:23]I.[CH3:25][N:26]1[C:30]([C:31]([OH:33])=[O:32])=[CH:29][C:28]([C:34]([F:40])([F:39])[C:35]([F:38])([F:37])[F:36])=[N:27]1.ClCCl, predict the reaction product. The product is: [CH3:25][N:26]1[C:30]([C:31]([OH:33])=[O:32])=[C:29]([I:23])[C:28]([C:34]([F:39])([F:40])[C:35]([F:37])([F:36])[F:38])=[N:27]1. (2) Given the reactants [F:1][C:2]1[CH:7]=[CH:6][C:5]([OH:8])=[CH:4][CH:3]=1.C(O[K])(C)(C)C.[CH2:15]([O:17][C:18]([C:20]1[S:21][C:22](S(C)(=O)=O)=[C:23]2[C:31]3[N:30]([CH3:32])[N:29]=[CH:28][C:27]=3[CH2:26][CH2:25][C:24]=12)=[O:19])[CH3:16], predict the reaction product. The product is: [F:1][C:2]1[CH:7]=[CH:6][C:5]([O:8][C:22]2[S:21][C:20]([C:18]([O:17][CH2:15][CH3:16])=[O:19])=[C:24]3[C:23]=2[C:31]2[N:30]([CH3:32])[N:29]=[CH:28][C:27]=2[CH2:26][CH2:25]3)=[CH:4][CH:3]=1. (3) Given the reactants [N+:1]([C:4]1[CH:5]=[C:6]2[C:11](=[CH:12][CH:13]=1)[C:10](=[O:14])[NH:9][C:8](=[O:15])[CH2:7]2)([O-])=O, predict the reaction product. The product is: [NH2:1][C:4]1[CH:5]=[C:6]2[C:11](=[CH:12][CH:13]=1)[C:10](=[O:14])[NH:9][C:8](=[O:15])[CH2:7]2. (4) The product is: [NH2:1][C:2](=[O:22])[C:3]([CH3:21])([CH3:20])[C@H:4]([NH:6][C:7]1[C:8]2[N:9]([CH:16]=[C:17]([C:29]3[CH:30]=[CH:31][C:26]([O:25][CH3:24])=[CH:27][CH:28]=3)[CH:18]=2)[N:10]=[CH:11][C:12]=1[C:13]([NH2:15])=[O:14])[CH3:5]. Given the reactants [NH2:1][C:2](=[O:22])[C:3]([CH3:21])([CH3:20])[C@H:4]([NH:6][C:7]1[C:8]2[N:9]([CH:16]=[C:17](Br)[CH:18]=2)[N:10]=[CH:11][C:12]=1[C:13]([NH2:15])=[O:14])[CH3:5].O.[CH3:24][O:25][C:26]1[CH:31]=[CH:30][C:29](B(O)O)=[CH:28][CH:27]=1.C(=O)([O-])[O-].[Na+].[Na+], predict the reaction product. (5) Given the reactants CN(OC)[C:3]([CH:5]1[CH2:10][CH2:9][CH2:8][CH2:7][CH2:6]1)=[O:4].[CH:13]([Mg]Br)=[CH2:14].[NH4+].[Cl-], predict the reaction product. The product is: [CH:5]1([C:3](=[O:4])[CH:13]=[CH2:14])[CH2:10][CH2:9][CH2:8][CH2:7][CH2:6]1. (6) The product is: [C:6]([O:24][C:21]([C:35]1[CH:40]=[CH:39][CH:38]=[CH:37][C:36]=1[C:2]1[NH:3][C:4]2[C:9]([C:10]=1[CH:11]1[CH2:16][CH2:15][CH2:14][CH2:13][CH2:12]1)=[CH:8][CH:7]=[C:6]([C:17]([O:19][CH3:20])=[O:18])[CH:5]=2)=[O:22])([CH3:17])([CH3:7])[CH3:5]. Given the reactants Br[C:2]1[NH:3][C:4]2[C:9]([C:10]=1[CH:11]1[CH2:16][CH2:15][CH2:14][CH2:13][CH2:12]1)=[CH:8][CH:7]=[C:6]([C:17]([O:19][CH3:20])=[O:18])[CH:5]=2.[C:21]([O-:24])([O-])=[O:22].[Na+].[Na+].CC1(C)C(C)(C)OB([C:35]2[CH:40]=[CH:39][CH:38]=[CH:37][C:36]=2NC(=O)OC(C)(C)C)O1, predict the reaction product.